This data is from Forward reaction prediction with 1.9M reactions from USPTO patents (1976-2016). The task is: Predict the product of the given reaction. (1) Given the reactants [CH3:1][C:2]1[S:3][CH:4]=[C:5]([CH2:7]Cl)[N:6]=1.[CH2:9]([CH2:11][NH2:12])[OH:10], predict the reaction product. The product is: [CH3:1][C:2]1[S:3][CH:4]=[C:5]([CH2:7][NH:12][CH2:11][CH2:9][OH:10])[N:6]=1. (2) Given the reactants [F:1][C:2]1[CH:12]=[C:11]([I:13])[CH:10]=[CH:9][C:3]=1[C:4]([N:6]=[C:7]=[O:8])=[O:5].[Cl:14][C:15]1[CH:20]=[CH:19][C:18]([CH2:21][NH:22][C:23]([CH:25]2[CH2:27][CH2:26]2)=[O:24])=[CH:17][C:16]=1[NH:28][NH:29][C:30]([O:32][C:33]([CH3:36])([CH3:35])[CH3:34])=[O:31], predict the reaction product. The product is: [Cl:14][C:15]1[CH:20]=[CH:19][C:18]([CH2:21][NH:22][C:23]([CH:25]2[CH2:27][CH2:26]2)=[O:24])=[CH:17][C:16]=1[N:28]([C:7](=[O:8])[NH:6][C:4](=[O:5])[C:3]1[CH:9]=[CH:10][C:11]([I:13])=[CH:12][C:2]=1[F:1])[NH:29][C:30]([O:32][C:33]([CH3:36])([CH3:35])[CH3:34])=[O:31].